From a dataset of Experimentally validated miRNA-target interactions with 360,000+ pairs, plus equal number of negative samples. Binary Classification. Given a miRNA mature sequence and a target amino acid sequence, predict their likelihood of interaction. (1) The miRNA is hsa-miR-22-5p with sequence AGUUCUUCAGUGGCAAGCUUUA. The protein sequence of the target gene is MEDIKDSKVKRFCSKNILIILGFTSILAVIALIAVGLTQNKPLPENVKYGIVLDAGSSHTNLYIYKWPAEKENDTGVVQQLEECQVKGPGISKYAQKTDEIGAYLAECMELSTELIPTSKHHQTPVYLGATAGMRLLRMESEQSADEVLAAVSTSLKSYPFDFQGAKIITGQEEGAYGWITINYLLGRFTQEQSWLSLISDSQKQETFGALDLGGASTQITFVPQNSTIESPENSLQFRLYGEDYTVYTHSFLCYGKDQALWQKLAKDIQVSSGGVLKDPCFNPGYEKVVNVSELYGTPC.... Result: 0 (no interaction). (2) The miRNA is hsa-miR-518a-3p with sequence GAAAGCGCUUCCCUUUGCUGGA. The protein sequence of the target gene is MSVPSSLSQSAINANSHGGPALSLPLPLHAAHNQLLNAKLQATAVGPKDLRSAMGEGGGPEPGPANAKWLKEGQNQLRRAATAHRDQNRNVTLTLAEEASQEPEMAPLGPKGLIHLYSELELSAHNAANRGLRGPGLIISTQEQGPDEGEEKAAGEAEEEEEDDDDEEEEEDLSSPPGLPEPLESVEAPPRPQALTDGPREHSKSASLLFGMRNSAASDEDSSWATLSQGSPSYGSPEDTDSFWNPNAFETDSDLPAGWMRVQDTSGTYYWHIPTGTTQWEPPGRASPSQGSSPQEESQL.... Result: 0 (no interaction). (3) The miRNA is rno-miR-129-5p with sequence CUUUUUGCGGUCUGGGCUUGC. The protein sequence of the target gene is MTLFHFGNCFALAYFPYFITYKCSGLSEYNAFWKCVQAGVTYLFVQLCKMLFLATFFPTWEGGIYDFIGEFMKASVDVADLIGLNLVMSRNAGKGEYKIMVAALGWATAELIMSRCIPLWVGARGIEFDWKYIQMSIDSNISLVHYIVASAQVWMITRYDLYHTFRPAVLLLMFLSVYKAFVMETFVHLCSLGSWAALLARAVVTGLLALSTLALYVAVVNVHS. Result: 0 (no interaction). (4) The miRNA is hsa-miR-4510 with sequence UGAGGGAGUAGGAUGUAUGGUU. The protein sequence of the target gene is MMLIPTHHFRNIERKPEYLQPEKCVPPPYPGPVGTMWFIRDGCGIACAIVTWFLVLYAEFVVLFVMLIPSRDYVYSIINGIVFNLLAFLALASHCRAMLTDPGAVPKGNATKEFIESLQLKPGQVVYKCPKCCSIKPDRAHHCSVCKRCIRKMDHHCPWVNNCVGENNQKYFVLFTMYIALISLHALIMVGFHFLHCFEEDWTKCSSFSPPTTVILLILLCFEGLLFLIFTSVMFGTQVHSICTDETGIEQLKKEERRWAKKTKWMNMKAVFGHPFSLGWASPFATPDQGKADPYQYVV. Result: 1 (interaction). (5) The miRNA is mmu-miR-5106 with sequence AGGUCUGUAGCUCAGUUGGCAGA. The protein sequence of the target gene is MLSSRWWPSSWGILGLGPRSPPRGSQLCALYAFTYTGADGQQVSLAEGDRFLLLRKTNSDWWLARRLEAPSTSRPIFVPAAYMIEESIPSQSPTTVIPGQLLWTPGPKLFHGSLEELSQALPSRAQASSEQPPPLPRKMCRSVSTDNLSPSLLKPFQEGPSGRSLSQEDLPSEASASTAGPQPLMSEPPVYCNLVDLRRCPRSPPPGPACPLLQRLDAWEQHLDPNSGRCFYINSLTGCKSWKPPRRSRSETNPGSMEGTQTLKRNNDVLQPQAKGFRSDTGTPEPLDPQGSLSLSQRTS.... Result: 0 (no interaction). (6) The protein sequence of the target gene is MEWGYLLEVTSLLAALALLQRSSGAAAASAKELACQEITVPLCKGIGYNYTYMPNQFNHDTQDEAGLEVHQFWPLVEIQCSPDLKFFLCSMYTPICLEDYKKPLPPCRSVCERAKAGCAPLMRQYGFAWPDRMRCDRLPEQGNPDTLCMDYNRTDLTTAAPSPPRRLPPPPPGEQPPSGSGHGRPPGARPPHRGGGRGGGGGDAAAPPARGGGGGGKARPPGGGAAPCEPGCQCRAPMVSVSSERHPLYNRVKTGQIANCALPCHNPFFSQDERAFTVFWIGLWSVLCFVSTFATVSTFL.... The miRNA is mmu-miR-6997-3p with sequence UCAAACCUUACCCUCCUGUUUCC. Result: 0 (no interaction). (7) The protein sequence of the target gene is MTAEMDMALMQGCVTFQDVAICFSHEEWRLLDETQRLLYLSVMLQNFALINSQGCGHKTEDEERRVSTRASKGLRSETTPKTNLCEKCVPILQDILCLPGLPGQKHSTEASSKVDQHQDHNSTGKPLEKNADRSSYLFYLSAKSFPSWDVEKDLPDILSLLKSQVCPKTKKYRKSTEGRKETSHESDKSEECQSLSSQKQTLAHHPKTSNGKKLYECSKCGKTFRGKYSLDQHQRVHTGERPWECRDCGKFFSQTSHLNDHRRIHTGERPYECSECGKLFRQNSSLVDHQKTHTGARPYE.... The miRNA is hsa-miR-6822-5p with sequence CAGGGAACCAGUUGGGGCUU. Result: 0 (no interaction).